This data is from Full USPTO retrosynthesis dataset with 1.9M reactions from patents (1976-2016). The task is: Predict the reactants needed to synthesize the given product. Given the product [Br:1][C:2]1[CH:7]=[C:6]2[C:5]([C:8]([C:18]3[N:23]=[CH:22][CH:21]=[CH:20][N:19]=3)=[N:9][NH:10]2)=[CH:4][CH:3]=1, predict the reactants needed to synthesize it. The reactants are: [Br:1][C:2]1[CH:7]=[CH:6][C:5]([C:8]([C:18]2[N:23]=[CH:22][CH:21]=[CH:20][N:19]=2)=[N:9][NH:10]C(OC(C)(C)C)=O)=[C:4](F)[CH:3]=1.N12CCCN=C1CCCCC2.